From a dataset of Drug-target binding data from BindingDB using Ki measurements. Regression. Given a target protein amino acid sequence and a drug SMILES string, predict the binding affinity score between them. We predict pKi (pKi = -log10(Ki in M); higher means stronger inhibition). Dataset: bindingdb_ki. (1) The small molecule is CC(C)C[C@H](NC(=O)[C@@H](N)Cc1ccccc1)C(=O)N[C@@H](Cc1ccccc1)C(=O)N[C@@H](CCC(N)=O)C(=O)N1CCC[C@H]1C(=O)N[C@@H](CCC(N)=O)C(=O)N[C@@H](CCCN=C(N)N)C(=O)N[C@@H](Cc1ccccc1)C(N)=O. The target protein (Q9WVA9) has sequence MDSKWAAVLLLLLLLRNWGHAEEAGSWGEDQVFAEEDKGPHPSQYAHTPDRIQTPGSLMRVLLQAMERPRRNPAFLFQPQRFGRNAWGPWSKEQLSPQAREFWSLAAPQRFGKK. The pKi is 8.2. (2) The target protein sequence is MEPSVIPGADIPDLYSINPFNVTFPDDVLSFVPDGRNYTEPNPVKSRGIIIAISITALYSVICVVGLLGNILVMYGVVRYTKLKTATNIYIFNLALADALATSTLPFQSTKYLMNTWPFGELLCKVVIAIDYYNMFTSIFTLTMMSVDRYIAVCHPVRALEFRTPIKAKIINVCIWILSSAVGVPIMIMAVTRVTNQNTTVCMLKFPDPDWYWDTVTKICVFIFAFVVPVLVITICYGLMILRLKSVRLLSGSKEKDRNMRRITRMVLVVVAAFIICWTPIHIFIIEKTLVDINQKNPFVIASWHLHRTGYTNSSLNPVLYAFLDENFKRCFRDFCLPFRTRADQSNLNRARNATREPVSVCALRIQERSRYD. The pKi is 7.1. The drug is CC(C)C[C@H](NC(=O)[C@H](Cc1ccccc1)NC(=O)CNC(=O)CNC(=O)[C@@H](N)Cc1ccc(O)cc1)C(=O)O. (3) The drug is c1ccc(C[C@@H]2CCC[C@H](Cc3ccccc3)N2)cc1. The target protein (Q01827) has sequence MALSDLVLLRWLRDSRHSRKLILFIVFLALLLDNMLLTVVVPIIPSYLYSIKHEKNSTEIQTTRPELVVSTSESIFSYYNNSTVLITGNATGTLPGGQSHKATSTQHTVANTTVPSDCPSEDRDLLNENVQVGLLFASKATVQLLTNPFIGLLTNRIGYPIPMFAGFCIMFISTVMFAFSSSYAFLLIARSLQGIGSSCSSVAGMGMLASVYTDDEERGKPMGIALGGLAMGVLVGPPFGSVLYEFVGKTAPFLVLAALVLLDGAIQLFVLQPSRVQPESQKGTPLTTLLKDPYILIAAGSICFANMGIAMLEPALPIWMMETMCSRKWQLGVAFLPASISYLIGTNIFGILAHKMGRWLCALLGMVIVGISILCIPFAKNIYGLIAPNFGVGFAIGMVDSSMMPIMGYLVDLRHVSVYGSVYAIADVAFCMGYAIGPSAGGAIAKAIGFPWLMTIIGIIDIAFAPLCFFLRSPPAKEEKMAILMDHNCPIKRKMYTQNN.... The pKi is 5.1. (4) The compound is O=C(NC1CCN(c2ncccc2Cl)CC1)c1cc2cccc(N3CCN(CCc4ccccn4)CC3)c2o1. The target protein (P46636) has sequence MEEQGIQCAPPPPAASQTGVPLVNLSHNCSAESHIYQDSIALPWKVLLVALLALITLATTLSNAFVIATVYRTRKLHTPANYLIASLAVTDLLVSILVMPVSTMYTVTGRWTLGQVVCDFWLSSDITCCTASIMHLCVIALDRYWAITDAVEYAAKRTPKRAAIMIALVWVFSISISLPPFFWRQAKAEEEVLTCLVNTDHVLYTVYSTGGAFYLPTLLLIALYGRIYVEARSRILKQTPNKTGKRLTRAQLITDSPGSTTSVTSINSRAPDLPSESGSPVYVNQVKVRVSDALLEKKKLMAARERKATKTLGIILGAFIVCWLPFFIISLVMPICKDACWFHMATLDFFNWLGYLNSLINPIIYTMSNEDFKQAFHKLIRFKCAG. The pKi is 9.4.